Regression/Classification. Given a drug SMILES string, predict its absorption, distribution, metabolism, or excretion properties. Task type varies by dataset: regression for continuous measurements (e.g., permeability, clearance, half-life) or binary classification for categorical outcomes (e.g., BBB penetration, CYP inhibition). Dataset: cyp2c19_veith. From a dataset of CYP2C19 inhibition data for predicting drug metabolism from PubChem BioAssay. (1) The compound is Cc1ccc(C)c(C(=O)CN2C(=O)c3ccccc3S2(=O)=O)c1. The result is 0 (non-inhibitor). (2) The compound is COc1ccc(C2CC(=O)C(C=NCCN3CCOCC3)=C(O)C2)cc1. The result is 0 (non-inhibitor). (3) The result is 0 (non-inhibitor). The drug is N#CCCn1c(=O)c(-c2ccc(F)cc2)nc2cnc(Oc3cccc(Cl)c3)nc21.